This data is from Forward reaction prediction with 1.9M reactions from USPTO patents (1976-2016). The task is: Predict the product of the given reaction. (1) The product is: [ClH:60].[CH3:18][C:19]1[N:24]=[CH:23][C:22]([CH2:25][O:1][C:2]2[CH:3]=[C:4]3[C:8](=[CH:9][CH:10]=2)[CH2:7][C@H:6]([NH:11][S:12]([CH:15]([CH3:17])[CH3:16])(=[O:14])=[O:13])[CH2:5]3)=[CH:21][CH:20]=1. Given the reactants [OH:1][C:2]1[CH:3]=[C:4]2[C:8](=[CH:9][CH:10]=1)[CH2:7][C@H:6]([NH:11][S:12]([CH:15]([CH3:17])[CH3:16])(=[O:14])=[O:13])[CH2:5]2.[CH3:18][C:19]1[N:24]=[CH:23][C:22]([CH2:25]O)=[CH:21][CH:20]=1.C1(P(C2C=CC=CC=2)C2C=CC=CC=2)C=CC=CC=1.N(C(OC(C)C)=O)=NC(OC(C)C)=O.[ClH:60], predict the reaction product. (2) Given the reactants Cl.[OH:2][NH2:3].CC([O-])=O.[Na+].[CH3:9][C:10]1[S:14][C:13]([CH:15]=O)=[CH:12][CH:11]=1, predict the reaction product. The product is: [CH3:9][C:10]1[S:14][C:13]([CH:15]=[N:3][OH:2])=[CH:12][CH:11]=1. (3) Given the reactants [C:1](=[N:14][CH2:15][C:16]1[CH:21]=[CH:20][CH:19]=[C:18]([Cl:22])[C:17]=1[Cl:23])([C:8]1[CH:13]=[CH:12][CH:11]=[CH:10][CH:9]=1)[C:2]1[CH:7]=[CH:6][CH:5]=[CH:4][CH:3]=1.Cl[CH2:25][C:26]1[O:30][N:29]=[C:28]([CH2:31][CH3:32])[CH:27]=1.[OH-].[Na+].C(=O)([O-])[O-].[K+].[K+].[I-].[Na+], predict the reaction product. The product is: [C:1](=[N:14][CH:15]([C:16]1[CH:21]=[CH:20][CH:19]=[C:18]([Cl:22])[C:17]=1[Cl:23])[CH2:25][C:26]1[O:30][N:29]=[C:28]([CH2:31][CH3:32])[CH:27]=1)([C:2]1[CH:3]=[CH:4][CH:5]=[CH:6][CH:7]=1)[C:8]1[CH:13]=[CH:12][CH:11]=[CH:10][CH:9]=1. (4) Given the reactants Br[C:2]1[C:3]([F:15])=[C:4]([CH:11]=[CH:12][C:13]=1[CH3:14])[C:5]([NH:7][CH:8]1[CH2:10][CH2:9]1)=[O:6].[O:16]1[CH2:21][CH2:20][N:19]([CH2:22][CH2:23][NH:24][C:25]2[N:34]=[CH:33][C:32]3[C:27](=[CH:28][CH:29]=[C:30](B4OC(C)(C)C(C)(C)O4)[CH:31]=3)[N:26]=2)[CH2:18][CH2:17]1, predict the reaction product. The product is: [CH:8]1([NH:7][C:5](=[O:6])[C:4]2[CH:11]=[CH:12][C:13]([CH3:14])=[C:2]([C:30]3[CH:31]=[C:32]4[C:27](=[CH:28][CH:29]=3)[N:26]=[C:25]([NH:24][CH2:23][CH2:22][N:19]3[CH2:20][CH2:21][O:16][CH2:17][CH2:18]3)[N:34]=[CH:33]4)[C:3]=2[F:15])[CH2:10][CH2:9]1.